From a dataset of TCR-epitope binding with 47,182 pairs between 192 epitopes and 23,139 TCRs. Binary Classification. Given a T-cell receptor sequence (or CDR3 region) and an epitope sequence, predict whether binding occurs between them. (1) The epitope is ISPRTLNAW. The TCR CDR3 sequence is CASSRTALNTGELFF. Result: 0 (the TCR does not bind to the epitope). (2) The epitope is TLIGDCATV. The TCR CDR3 sequence is CASSQDLNTGELFF. Result: 1 (the TCR binds to the epitope).